This data is from Full USPTO retrosynthesis dataset with 1.9M reactions from patents (1976-2016). The task is: Predict the reactants needed to synthesize the given product. (1) Given the product [N:44]1([CH2:33][CH2:32][O:31][C:30]([N:13]2[CH2:14][CH2:15][N:10]3[C:9](=[O:16])[O:8][C:7]([C:1]4[CH:6]=[CH:5][CH:4]=[CH:3][CH:2]=4)([C:17]4[CH:18]=[CH:19][CH:20]=[CH:21][CH:22]=4)[CH:11]3[CH2:12]2)=[O:35])[CH2:45][CH:46]=[CH:47][CH2:48][CH2:49]1, predict the reactants needed to synthesize it. The reactants are: [C:1]1([C:7]2([C:17]3[CH:22]=[CH:21][CH:20]=[CH:19][CH:18]=3)[CH:11]3[CH2:12][NH:13][CH2:14][CH2:15][N:10]3[C:9](=[O:16])[O:8]2)[CH:6]=[CH:5][CH:4]=[CH:3][CH:2]=1.C(N(CC)CC)C.[C:30](Cl)(=[O:35])[O:31][CH2:32][CH2:33]Br.C(NC(C)C)(C)C.[NH:44]1[CH2:49][CH:48]=[CH:47][CH2:46][CH2:45]1. (2) Given the product [CH2:6]([C:10]1[N:11]=[C:12]([Cl:3])[C:13]2[NH:18][C:17]([CH3:19])=[CH:16][C:14]=2[N:15]=1)[CH2:7][CH2:8][CH3:9], predict the reactants needed to synthesize it. The reactants are: P(Cl)(Cl)([Cl:3])=O.[CH2:6]([C:10]1[NH:11][C:12](=O)[C:13]2[NH:18][C:17]([CH3:19])=[CH:16][C:14]=2[N:15]=1)[CH2:7][CH2:8][CH3:9]. (3) Given the product [C:13]([O:8][CH2:7][CH:5]([CH2:4][O:3][C:2](=[O:12])[CH2:10][CH2:25][CH2:24][CH2:23][CH2:22][CH2:21][CH2:20][CH2:19][CH2:18][CH2:17][CH2:16][CH2:15][CH2:14][CH2:13][CH2:41][CH2:40][CH3:39])[OH:9])(=[O:32])[CH2:14][CH2:15][CH2:16][CH2:17][CH2:18][CH2:19][CH2:20][CH2:21][CH2:22][CH2:23][CH2:24][CH2:25][CH2:26][CH2:27][CH2:28][CH2:29][CH3:30], predict the reactants needed to synthesize it. The reactants are: C1O[C:5]([OH:9])([CH2:7][OH:8])[CH2:4][O:3][C:2]1([OH:12])[CH2:10]O.[C:13]([OH:32])(=O)[CH2:14][CH2:15][CH2:16][CH2:17][CH2:18][CH2:19][CH2:20][CH2:21][CH2:22][CH2:23][CH2:24][CH2:25][CH2:26][CH2:27][CH2:28][CH2:29][CH3:30].Cl.C(N=C=N[CH2:39][CH2:40][CH2:41]N(C)C)C.CO. (4) Given the product [C:28]([O:18][CH2:17][C:16]([CH3:20])([N:15]1[CH:7]=[CH:6][C:5]2[C:10](=[CH:11][CH:12]=[CH:13][C:4]=2[N+:1]([O-:3])=[O:2])[C:9]1=[O:14])[CH3:19])(=[O:22])[CH3:29], predict the reactants needed to synthesize it. The reactants are: [N+:1]([C:4]1[CH:13]=[CH:12][CH:11]=[C:10]2[C:5]=1[CH:6]=[CH:7]O[C:9]2=[O:14])([O-:3])=[O:2].[NH2:15][C:16]([CH3:20])([CH3:19])[CH2:17][OH:18].C[OH:22].C(N([CH2:28][CH3:29])CC)C. (5) Given the product [F:1][C:2]1[C:24]([F:25])=[CH:23][CH:22]=[CH:21][C:3]=1[CH2:4][N:5]1[C:9]2=[N:10][C:11]([CH3:20])=[C:12]([CH2:15][OH:16])[C:13]([I:14])=[C:8]2[CH:7]=[CH:6]1, predict the reactants needed to synthesize it. The reactants are: [F:1][C:2]1[C:24]([F:25])=[CH:23][CH:22]=[CH:21][C:3]=1[CH2:4][N:5]1[C:9]2=[N:10][C:11]([CH3:20])=[C:12]([C:15](OCC)=[O:16])[C:13]([I:14])=[C:8]2[CH:7]=[CH:6]1.CC(C[AlH]CC(C)C)C.O.[OH-].[Na+].O. (6) Given the product [N:8]1([CH2:7][C:6]2[CH:5]=[C:4]([NH2:1])[CH:16]=[CH:15][CH:14]=2)[CH2:13][CH2:12][O:11][CH2:10][CH2:9]1, predict the reactants needed to synthesize it. The reactants are: [N+:1]([C:4]1[CH:5]=[C:6]([CH:14]=[CH:15][CH:16]=1)[CH2:7][N:8]1[CH2:13][CH2:12][O:11][CH2:10][CH2:9]1)([O-])=O.[H][H]. (7) The reactants are: [F:1][C:2]1[CH:3]=[C:4]2[N:10]([CH:11]([CH3:13])[CH3:12])[N:9]=[C:8]([C:14]3[CH:19]=[CH:18][C:17]([OH:20])=[CH:16][CH:15]=3)[C:5]2=[N:6][CH:7]=1.[H-].[Na+].[CH3:23][N:24]1[C:28]2=[N:29][CH:30]=[CH:31][CH:32]=[C:27]2[N:26]=[C:25]1S(C)(=O)=O.O. Given the product [F:1][C:2]1[CH:3]=[C:4]2[N:10]([CH:11]([CH3:13])[CH3:12])[N:9]=[C:8]([C:14]3[CH:15]=[CH:16][C:17]([O:20][C:25]4[N:24]([CH3:23])[C:28]5=[N:29][CH:30]=[CH:31][CH:32]=[C:27]5[N:26]=4)=[CH:18][CH:19]=3)[C:5]2=[N:6][CH:7]=1, predict the reactants needed to synthesize it. (8) Given the product [N:40]1([C:12]2[C:11]([CH2:10][C:9]3[CH:38]=[CH:39][C:6]([N:1]4[CH:5]=[CH:4][CH:3]=[N:2]4)=[CH:7][CH:8]=3)=[C:20]([Cl:21])[C:19]3[C:14](=[CH:15][CH:16]=[C:17]([C:22]([C:30]4[CH:31]=[CH:32][C:33]([Cl:36])=[CH:34][CH:35]=4)([C:24]4[N:28]([CH3:29])[CH:27]=[N:26][CH:25]=4)[OH:23])[CH:18]=3)[N:13]=2)[CH2:43][CH2:42][CH2:41]1, predict the reactants needed to synthesize it. The reactants are: [N:1]1([C:6]2[CH:39]=[CH:38][C:9]([CH2:10][C:11]3[C:12](Cl)=[N:13][C:14]4[C:19]([C:20]=3[Cl:21])=[CH:18][C:17]([C:22]([C:30]3[CH:35]=[CH:34][C:33]([Cl:36])=[CH:32][CH:31]=3)([C:24]3[N:28]([CH3:29])[CH:27]=[N:26][CH:25]=3)[OH:23])=[CH:16][CH:15]=4)=[CH:8][CH:7]=2)[CH:5]=[CH:4][CH:3]=[N:2]1.[NH:40]1[CH2:43][CH2:42][CH2:41]1.